From a dataset of Forward reaction prediction with 1.9M reactions from USPTO patents (1976-2016). Predict the product of the given reaction. (1) The product is: [O:18]1[CH:22]=[CH:21][CH:20]=[C:19]1[CH2:23][S:24]([CH2:27][C:28]1[S:29][CH:2]=[C:3]([C:5]2[C:10](=[O:11])[NH:9][C:8]([CH3:12])=[C:7]([C:13]([O:15][CH2:16][CH3:17])=[O:14])[CH:6]=2)[N:30]=1)(=[O:25])=[O:26]. Given the reactants Br[CH2:2][C:3]([C:5]1[C:10](=[O:11])[NH:9][C:8]([CH3:12])=[C:7]([C:13]([O:15][CH2:16][CH3:17])=[O:14])[CH:6]=1)=O.[O:18]1[CH:22]=[CH:21][CH:20]=[C:19]1[CH2:23][S:24]([CH2:27][C:28]([NH2:30])=[S:29])(=[O:26])=[O:25], predict the reaction product. (2) Given the reactants [CH3:1][Si:2]([CH3:6])([CH3:5])[C:3]#[CH:4].N12CCN(CC1)CC2.Br[C:16]1[S:20][C:19]([C:21]2[N:22]=[C:23]3[N:27]([C:28]=2[NH:29][C:30]([CH3:33])([CH3:32])[CH3:31])[CH:26]=[CH:25][S:24]3)=[CH:18][CH:17]=1.C(Cl)Cl, predict the reaction product. The product is: [C:30]([NH:29][C:28]1[N:27]2[C:23]([S:24][CH:25]=[CH:26]2)=[N:22][C:21]=1[C:19]1[S:20][C:16]([C:4]#[C:3][Si:2]([CH3:6])([CH3:5])[CH3:1])=[CH:17][CH:18]=1)([CH3:33])([CH3:31])[CH3:32]. (3) Given the reactants [NH2:1][C:2]1[CH:7]=[CH:6][C:5]([C:8]2[C:13]([C:14]([N:16]3[CH2:20][CH2:19][CH2:18][CH2:17]3)=[O:15])=[CH:12][CH:11]=[CH:10][C:9]=2[CH3:21])=[CH:4][C:3]=1[CH:22]=O.[C@H:24]12[CH2:33][C@H:27]([N:28]([CH2:30][C:31]#[N:32])[CH2:29]1)[CH2:26][O:25]2.[OH-].[K+], predict the reaction product. The product is: [NH2:32][C:31]1[C:30]([N:28]2[CH2:29][C@@H:24]3[CH2:33][C@H:27]2[CH2:26][O:25]3)=[CH:22][C:3]2[C:2](=[CH:7][CH:6]=[C:5]([C:8]3[C:9]([CH3:21])=[CH:10][CH:11]=[CH:12][C:13]=3[C:14]([N:16]3[CH2:17][CH2:18][CH2:19][CH2:20]3)=[O:15])[CH:4]=2)[N:1]=1. (4) Given the reactants [NH2:1][CH:2]1[CH2:7][CH2:6][N:5]([C:8]2[C:13]([F:14])=[CH:12][C:11]([N:15]3[CH2:19][C@H:18]([CH2:20][NH:21][C:22](=[O:24])[CH3:23])[O:17][C:16]3=[O:25])=[CH:10][C:9]=2[F:26])[CH2:4][CH2:3]1.CO[CH:29]1[CH2:33][CH2:32][CH:31](OC)O1, predict the reaction product. The product is: [F:14][C:13]1[CH:12]=[C:11]([N:15]2[CH2:19][C@H:18]([CH2:20][NH:21][C:22](=[O:24])[CH3:23])[O:17][C:16]2=[O:25])[CH:10]=[C:9]([F:26])[C:8]=1[N:5]1[CH2:4][CH2:3][CH:2]([N:1]2[CH:29]=[CH:33][CH:32]=[CH:31]2)[CH2:7][CH2:6]1.